This data is from Forward reaction prediction with 1.9M reactions from USPTO patents (1976-2016). The task is: Predict the product of the given reaction. (1) Given the reactants [CH:1]1[C:14]2[C:5](=[N:6][CH:7]=[C:8]3[C:13]=2[CH:12]=[CH:11][CH:10]=[CH:9]3)[CH:4]=[CH:3][CH:2]=1.[CH3:15][N:16]1[C:20]([C:21](Cl)=[O:22])=[CH:19][C:18]([CH3:24])=[N:17]1.[NH:25]1[C:33]2[C:28](=[CH:29][CH:30]=[CH:31][CH:32]=2)[CH:27]=[CH:26]1, predict the reaction product. The product is: [CH3:15][N:16]1[C:20]([C:21]([N:6]2[CH:7]([C:27]3[C:28]4[C:33](=[CH:32][CH:31]=[CH:30][CH:29]=4)[NH:25][CH:26]=3)[C:8]3[C:13](=[CH:12][CH:11]=[CH:10][CH:9]=3)[C:14]3[CH:1]=[CH:2][CH:3]=[CH:4][C:5]2=3)=[O:22])=[CH:19][C:18]([CH3:24])=[N:17]1. (2) Given the reactants [CH3:1][O:2][C:3]1[CH:8]=[CH:7][C:6]([CH:9]2[N:12]([C:13]3[CH:18]=[C:17]([O:19][CH3:20])[C:16]([O:21][CH3:22])=[C:15]([O:23][CH3:24])[CH:14]=3)[C:11](=[O:25])[CH:10]2[C:26]2[CH:31]=[CH:30][CH:29]=[CH:28][CH:27]=2)=[CH:5][C:4]=1[N+:32]([O-])=O.[Na+].[Cl-], predict the reaction product. The product is: [NH2:32][C:4]1[CH:5]=[C:6]([CH:9]2[N:12]([C:13]3[CH:18]=[C:17]([O:19][CH3:20])[C:16]([O:21][CH3:22])=[C:15]([O:23][CH3:24])[CH:14]=3)[C:11](=[O:25])[CH:10]2[C:26]2[CH:27]=[CH:28][CH:29]=[CH:30][CH:31]=2)[CH:7]=[CH:8][C:3]=1[O:2][CH3:1]. (3) The product is: [OH:4][CH2:3][C:5]1[N:10]=[C:9]([C:11]([F:13])([F:12])[F:14])[N:8]=[C:7]([NH:15][CH:16]2[CH2:21][CH2:20][N:19]([C:22]([O:24][C:25]([CH3:28])([CH3:27])[CH3:26])=[O:23])[CH2:18][CH2:17]2)[CH:6]=1. Given the reactants [BH4-].[Na+].[CH:3]([C:5]1[N:10]=[C:9]([C:11]([F:14])([F:13])[F:12])[N:8]=[C:7]([NH:15][CH:16]2[CH2:21][CH2:20][N:19]([C:22]([O:24][C:25]([CH3:28])([CH3:27])[CH3:26])=[O:23])[CH2:18][CH2:17]2)[CH:6]=1)=[O:4], predict the reaction product. (4) Given the reactants [CH3:1][O:2][C:3]1[CH:8]=[CH:7][C:6]([C:9]2[CH:18](O)[C:17]3[C:12](=[C:13]([CH3:21])[C:14]([OH:20])=[CH:15][CH:16]=3)[O:11][C:10]=2[CH3:22])=[CH:5][CH:4]=1.O.[NH2:24][NH2:25], predict the reaction product. The product is: [CH3:1][O:2][C:3]1[CH:8]=[CH:7][C:6]([C:9]2[C:18]([C:17]3[CH:16]=[CH:15][C:14]([OH:20])=[C:13]([CH3:21])[C:12]=3[OH:11])=[N:24][NH:25][C:10]=2[CH3:22])=[CH:5][CH:4]=1.